This data is from Reaction yield outcomes from USPTO patents with 853,638 reactions. The task is: Predict the reaction yield, written as a fraction of the theoretical maximum amount of product (1.0 means a 100% yield; for example, 0.34 means a 34% yield). (1) The reactants are [NH2:1][C:2]1[CH:7]=[CH:6][C:5]([C:8]2[C:12]3[C:13]([NH2:18])=[N:14][CH:15]=[C:16](I)[C:11]=3[S:10][CH:9]=2)=[CH:4][CH:3]=1.[CH2:19]([N:22]1[C:26](=[O:27])[C:25]2=[CH:28][CH:29]=[CH:30][CH:31]=[C:24]2[C:23]1=[O:32])[C:20]#[CH:21].O. The yield is 0.430. The catalyst is CN(C=O)C.C(N(CC)CC)C.[Cu]I. The product is [NH2:18][C:13]1[C:12]2[C:8]([C:5]3[CH:6]=[CH:7][C:2]([NH2:1])=[CH:3][CH:4]=3)=[CH:9][S:10][C:11]=2[C:16]([C:21]#[C:20][CH2:19][N:22]2[C:26](=[O:27])[C:25]3[C:24](=[CH:31][CH:30]=[CH:29][CH:28]=3)[C:23]2=[O:32])=[CH:15][N:14]=1. (2) The yield is 0.955. The product is [Br:35][C:28]1[N:27]=[C:26]([C:24]([C:21]2[CH:22]=[CH:23][C:14]([NH:13][C:5](=[O:11])[NH:42][CH2:41][C:40]3[CH:43]=[CH:44][C:37]([F:36])=[CH:38][CH:39]=3)=[C:15]([CH:20]=2)[C:16]([O:18][CH3:19])=[O:17])=[O:25])[N:30]2[CH:31]=[CH:32][CH:33]=[CH:34][C:29]=12. The reactants are ClC(Cl)(O[C:5](=[O:11])OC(Cl)(Cl)Cl)Cl.[NH2:13][C:14]1[CH:23]=[CH:22][C:21]([C:24]([C:26]2[N:30]3[CH:31]=[CH:32][CH:33]=[CH:34][C:29]3=[C:28]([Br:35])[N:27]=2)=[O:25])=[CH:20][C:15]=1[C:16]([O:18][CH3:19])=[O:17].[F:36][C:37]1[CH:44]=[CH:43][C:40]([CH2:41][NH2:42])=[CH:39][CH:38]=1.C(N(CC)CC)C. The catalyst is O1CCOCC1.CO.O.